Dataset: Peptide-MHC class II binding affinity with 134,281 pairs from IEDB. Task: Regression. Given a peptide amino acid sequence and an MHC pseudo amino acid sequence, predict their binding affinity value. This is MHC class II binding data. The peptide sequence is LVFLILCFTIKRKTE. The MHC is DRB1_0101 with pseudo-sequence DRB1_0101. The binding affinity (normalized) is 0.372.